This data is from Experimental lipophilicity measurements (octanol/water distribution) for 4,200 compounds from AstraZeneca. The task is: Regression/Classification. Given a drug SMILES string, predict its absorption, distribution, metabolism, or excretion properties. Task type varies by dataset: regression for continuous measurements (e.g., permeability, clearance, half-life) or binary classification for categorical outcomes (e.g., BBB penetration, CYP inhibition). For this dataset (lipophilicity_astrazeneca), we predict Y. The compound is N#Cc1cccc(COc2cc(OCCCN3CCCC3)ccc2C(=O)Nc2cccc(O)c2)c1. The Y is 2.41 logD.